This data is from Forward reaction prediction with 1.9M reactions from USPTO patents (1976-2016). The task is: Predict the product of the given reaction. (1) Given the reactants [Cl:1][C:2]1[CH:7]=[CH:6][C:5]([C:8]2([C:13]3[CH:18]=[CH:17][C:16]([N+:19]([O-])=O)=[C:15]([CH3:22])[CH:14]=3)[S:12][CH2:11][CH2:10][O:9]2)=[CH:4][CH:3]=1.[BH4-].[K+], predict the reaction product. The product is: [Cl:1][C:2]1[CH:3]=[CH:4][C:5]([C:8]2([C:13]3[CH:18]=[CH:17][C:16]([NH2:19])=[C:15]([CH3:22])[CH:14]=3)[S:12][CH2:11][CH2:10][O:9]2)=[CH:6][CH:7]=1. (2) Given the reactants C([N:3](CC)CC)C.F[P-](F)(F)(F)(F)F.N1(O[P+](N(C)C)(N(C)C)N(C)C)C2C=CC=CC=2N=N1.[CH3:35][O:36][C:37]1[CH:38]=[C:39]([CH:54]=[CH:55][C:56]=1[N+:57]([O-:59])=[O:58])[C:40]([C:42]1[N:46]2[CH:47]=[C:48]([C:51](O)=[O:52])[CH:49]=[CH:50][C:45]2=[CH:44][N:43]=1)=[O:41].N, predict the reaction product. The product is: [CH3:35][O:36][C:37]1[CH:38]=[C:39]([CH:54]=[CH:55][C:56]=1[N+:57]([O-:59])=[O:58])[C:40]([C:42]1[N:46]2[CH:47]=[C:48]([C:51]([NH2:3])=[O:52])[CH:49]=[CH:50][C:45]2=[CH:44][N:43]=1)=[O:41]. (3) Given the reactants Cl.[NH2:2][C:3]1[N:12]=[C:11]([NH2:13])[C:10]2[C:5](=[N:6][CH:7]=[C:8]([CH2:14]O)[N:9]=2)[N:4]=1.[Br-].[Br-].C1(P(C2C=CC=CC=2)C2C=CC=CC=2)C=CC=CC=1.[CH3:37][NH:38][C:39]1[CH:47]=[CH:46][C:42]([C:43]([OH:45])=[O:44])=[CH:41][CH:40]=1.CCN(C(C)C)C(C)C, predict the reaction product. The product is: [NH2:2][C:3]1[N:12]=[C:11]([NH2:13])[C:10]2[C:5](=[N:6][CH:7]=[C:8]([CH2:14][N:38]([C:39]3[CH:47]=[CH:46][C:42]([C:43]([OH:45])=[O:44])=[CH:41][CH:40]=3)[CH3:37])[N:9]=2)[N:4]=1. (4) Given the reactants I[C:2]1[CH:3]=[C:4]2[C:9](=[CH:10][CH:11]=1)[N:8]=[C:7]([C:12]1[CH:17]=[C:16]([O:18][CH3:19])[C:15]([O:20][CH3:21])=[C:14]([O:22][CH3:23])[CH:13]=1)[CH:6]=[C:5]2[C:24]([O:26][CH3:27])=[O:25].[CH2:28]([OH:32])[CH2:29][C:30]#[CH:31].C(N(CC)CC)C.O, predict the reaction product. The product is: [OH:32][CH2:28][CH2:29][C:30]#[C:31][C:2]1[CH:3]=[C:4]2[C:9](=[CH:10][CH:11]=1)[N:8]=[C:7]([C:12]1[CH:13]=[C:14]([O:22][CH3:23])[C:15]([O:20][CH3:21])=[C:16]([O:18][CH3:19])[CH:17]=1)[CH:6]=[C:5]2[C:24]([O:26][CH3:27])=[O:25]. (5) The product is: [CH:1]([N:3]1[C:15]2[C:14]([O:16][CH3:17])=[CH:13][CH:12]=[C:11]([S:18]([NH:24][C:27]3[CH:28]=[CH:4][C:9]([CH3:10])=[CH:8][CH:7]=3)(=[O:20])=[O:19])[C:10]=2[C:9]2[C:4]1=[CH:5][CH:6]=[CH:7][CH:8]=2)=[O:2]. Given the reactants [CH:1]([N:3]1[C:15]2[C:14]([O:16][CH3:17])=[CH:13][CH:12]=[C:11]([S:18](Cl)(=[O:20])=[O:19])[C:10]=2[C:9]2[C:4]1=[CH:5][CH:6]=[CH:7][CH:8]=2)=[O:2].C([N:24]([CH2:27][CH3:28])CC)C, predict the reaction product. (6) Given the reactants [Cl:1][C:2]1[CH:7]=[C:6]([Cl:8])[CH:5]=[CH:4][C:3]=1[C:9](N1CCOCC1)=[CH2:10].CCN(CC)CC.[Cl:24][C:25]1[CH:26]=[CH:27][C:28]([N+:35]([O-:37])=[O:36])=[C:29]([CH:34]=1)[C:30](Cl)=[N:31][OH:32], predict the reaction product. The product is: [Cl:24][C:25]1[CH:26]=[CH:27][C:28]([N+:35]([O-:37])=[O:36])=[C:29]([C:30]2[CH:10]=[C:9]([C:3]3[CH:4]=[CH:5][C:6]([Cl:8])=[CH:7][C:2]=3[Cl:1])[O:32][N:31]=2)[CH:34]=1. (7) Given the reactants C(OC([N:8]1[CH2:13][CH2:12][CH:11]([CH2:14][OH:15])[CH2:10][CH2:9]1)=O)(C)(C)C.Br[CH2:17][CH2:18][CH2:19][O:20][Si](C(C)C)(C(C)C)C(C)C.[H-].[Na+].O, predict the reaction product. The product is: [OH:20][CH2:19][CH2:18][CH2:17][O:15][CH2:14][CH:11]1[CH2:10][CH2:9][NH:8][CH2:13][CH2:12]1.